Dataset: Full USPTO retrosynthesis dataset with 1.9M reactions from patents (1976-2016). Task: Predict the reactants needed to synthesize the given product. (1) Given the product [NH2:65][CH2:64][CH2:63][O:62][CH2:61][CH2:60][O:59][CH2:58][CH2:57][O:56][CH2:55][CH2:54][O:53][CH2:52][CH2:51][O:10][CH2:11][CH2:12][NH:13][C:14]([CH2:16][CH2:17][C@H:18]([NH:26][C:27]([C:29]1[CH:34]=[CH:33][C:32]([NH:35][CH3:36])=[CH:31][CH:30]=1)=[O:28])[C:19]([O:21][C:22]([CH3:25])([CH3:24])[CH3:23])=[O:20])=[O:15], predict the reactants needed to synthesize it. The reactants are: NCCOCCOCC[O:10][CH2:11][CH2:12][NH:13][C:14]([CH2:16][CH2:17][C@H:18]([NH:26][C:27]([C:29]1[CH:34]=[CH:33][C:32]([N:35](C(OCC2C=CC=CC=2)=O)[CH3:36])=[CH:31][CH:30]=1)=[O:28])[C:19]([O:21][C:22]([CH3:25])([CH3:24])[CH3:23])=[O:20])=[O:15].NCCO[CH2:51][CH2:52][O:53][CH2:54][CH2:55][O:56][CH2:57][CH2:58][O:59][CH2:60][CH2:61][O:62][CH2:63][CH2:64][N:65]=[N+]=[N-]. (2) Given the product [Cl:1][C:2]1[CH:25]=[C:24]([Cl:26])[CH:23]=[CH:22][C:3]=1[CH:4]([O:12][CH:13]1[CH2:14][CH2:15][N:16]([C:19]([N:28]([CH3:27])[CH2:29][C:30]2[CH:35]=[CH:34][CH:33]=[CH:32][CH:31]=2)=[O:20])[CH2:17][CH2:18]1)[C:5]1[CH:6]=[CH:7][C:8]([Cl:11])=[CH:9][CH:10]=1, predict the reactants needed to synthesize it. The reactants are: [Cl:1][C:2]1[CH:25]=[C:24]([Cl:26])[CH:23]=[CH:22][C:3]=1[CH:4]([O:12][CH:13]1[CH2:18][CH2:17][N:16]([C:19](Cl)=[O:20])[CH2:15][CH2:14]1)[C:5]1[CH:10]=[CH:9][C:8]([Cl:11])=[CH:7][CH:6]=1.[CH3:27][NH:28][CH2:29][C:30]1[CH:35]=[CH:34][CH:33]=[CH:32][CH:31]=1. (3) The reactants are: [F:1][C:2]1[C:11]2[O:10][CH2:9][CH2:8][NH:7][C:6]=2[C:5]([NH2:12])=[CH:4][CH:3]=1.[C:13]([O:17][C:18]([NH:20][C@@H:21]([CH3:25])[C:22](O)=[O:23])=[O:19])([CH3:16])([CH3:15])[CH3:14].C1C=NC2N(O)N=NC=2C=1.CCN=C=NCCCN(C)C.Cl. Given the product [C:13]([O:17][C:18](=[O:19])[NH:20][C@H:21]([C:22](=[O:23])[NH:12][C:5]1[C:6]2[NH:7][CH2:8][CH2:9][O:10][C:11]=2[C:2]([F:1])=[CH:3][CH:4]=1)[CH3:25])([CH3:14])([CH3:15])[CH3:16], predict the reactants needed to synthesize it. (4) Given the product [CH:1]1([CH2:6][C@H:7]([NH:10][C:11](=[O:17])[O:12][C:13]([CH3:14])([CH3:16])[CH3:15])[CH2:8][O:9][S:26]([CH3:25])(=[O:28])=[O:27])[CH2:2][CH2:3][CH2:4][CH2:5]1, predict the reactants needed to synthesize it. The reactants are: [CH:1]1([CH2:6][C@H:7]([NH:10][C:11](=[O:17])[O:12][C:13]([CH3:16])([CH3:15])[CH3:14])[CH2:8][OH:9])[CH2:5][CH2:4][CH2:3][CH2:2]1.CCN(CC)CC.[CH3:25][S:26](Cl)(=[O:28])=[O:27].O. (5) Given the product [CH:9]1([NH:14][CH2:3][C:2]([OH:4])([CH3:1])[C:5]([O:7][CH2:8][CH3:15])=[O:6])[CH2:13][CH2:12][CH2:11][CH2:10]1, predict the reactants needed to synthesize it. The reactants are: [CH3:1][C:2]1([C:5]([O:7][CH3:8])=[O:6])[O:4][CH2:3]1.[CH:9]1([NH2:14])[CH2:13][CH2:12][CH2:11][CH2:10]1.[CH2:15](O)C. (6) Given the product [CH2:22]([O:21][CH:20]([O:24][CH2:25][CH3:26])[CH2:19][O:1][C:2]1[CH:3]=[CH:4][C:5]([C:6]([O:8][CH3:9])=[O:7])=[CH:10][CH:11]=1)[CH3:23], predict the reactants needed to synthesize it. The reactants are: [OH:1][C:2]1[CH:11]=[CH:10][C:5]([C:6]([O:8][CH3:9])=[O:7])=[CH:4][CH:3]=1.C([O-])([O-])=O.[K+].[K+].Br[CH2:19][CH:20]([O:24][CH2:25][CH3:26])[O:21][CH2:22][CH3:23]. (7) Given the product [OH:2][C:3]1[CH:4]=[C:5]2[C:10](=[CH:11][CH:12]=1)[C:9](=[O:13])[CH2:8][CH2:7][CH2:6]2, predict the reactants needed to synthesize it. The reactants are: C[O:2][C:3]1[CH:4]=[C:5]2[C:10](=[CH:11][CH:12]=1)[C:9](=[O:13])[CH2:8][CH2:7][CH2:6]2.O.